From a dataset of Catalyst prediction with 721,799 reactions and 888 catalyst types from USPTO. Predict which catalyst facilitates the given reaction. Product: [CH:25]1([NH:28][C:29]([C@H:31]2[CH2:35][CH2:34][N:33]([C:21]([C:6]3[CH:7]=[C:8]4[C:3](=[CH:4][CH:5]=3)[N:2]([CH3:1])[C:14]3[CH2:13][CH2:12][CH:11]([CH:15]5[CH2:16][CH2:17][O:18][CH2:19][CH2:20]5)[CH2:10][C:9]4=3)=[O:22])[CH2:32]2)=[O:30])[CH2:27][CH2:26]1. The catalyst class is: 3. Reactant: [CH3:1][N:2]1[C:14]2[CH2:13][CH2:12][CH:11]([CH:15]3[CH2:20][CH2:19][O:18][CH2:17][CH2:16]3)[CH2:10][C:9]=2[C:8]2[C:3]1=[CH:4][CH:5]=[C:6]([C:21](O)=[O:22])[CH:7]=2.Cl.[CH:25]1([NH:28][C:29]([C@H:31]2[CH2:35][CH2:34][NH:33][CH2:32]2)=[O:30])[CH2:27][CH2:26]1.CN(C(ON1N=NC2C=CC=NC1=2)=[N+](C)C)C.F[P-](F)(F)(F)(F)F.C(N(CC)C(C)C)(C)C.